Dataset: Full USPTO retrosynthesis dataset with 1.9M reactions from patents (1976-2016). Task: Predict the reactants needed to synthesize the given product. (1) Given the product [NH:7]([CH:8]=[O:9])[C:6]1[CH:5]=[CH:4][CH:3]=[CH:2][CH:1]=1, predict the reactants needed to synthesize it. The reactants are: [CH2:1](N=C=O)[CH2:2][CH2:3][CH2:4][CH2:5][CH2:6][N:7]=[C:8]=[O:9].N(C1CC(C)(CN=C=O)CC(C)(C)C1)=C=O.C1(N=C=O)C=CC(N=C=O)=CC=1.C1C(CC2C=CC(N=C=O)=CC=2)=CC=C(N=C=O)C=1. (2) Given the product [Br:1][C:2]1[CH:7]=[CH:6][C:5]([C:8](=[O:12])[C:9]([CH3:11])=[CH2:10])=[CH:4][CH:3]=1, predict the reactants needed to synthesize it. The reactants are: [Br:1][C:2]1[CH:7]=[CH:6][CH:5]=[CH:4][CH:3]=1.[C:8](Cl)(=[O:12])[C:9]([CH3:11])=[CH2:10].[Cl-].[Al+3].[Cl-].[Cl-]. (3) Given the product [C:9]1([C:15]#[C:16][C:17]2[CH:35]=[CH:34][C:20]([C:21]([NH:23][C:24]3[CH:29]=[CH:28][CH:27]=[CH:26][C:25]=3[S:30]([NH:31][C:1](=[O:7])[CH3:2])(=[O:33])=[O:32])=[O:22])=[CH:19][CH:18]=2)[CH:10]=[CH:11][CH:12]=[CH:13][CH:14]=1, predict the reactants needed to synthesize it. The reactants are: [C:1](Cl)(=[O:7])[CH2:2]CCCC.[C:9]1([C:15]#[C:16][C:17]2[CH:35]=[CH:34][C:20]([C:21]([NH:23][C:24]3[CH:29]=[CH:28][CH:27]=[CH:26][C:25]=3[S:30](=[O:33])(=[O:32])[NH2:31])=[O:22])=[CH:19][CH:18]=2)[CH:14]=[CH:13][CH:12]=[CH:11][CH:10]=1.